This data is from Full USPTO retrosynthesis dataset with 1.9M reactions from patents (1976-2016). The task is: Predict the reactants needed to synthesize the given product. (1) Given the product [OH:33][CH2:32][CH2:31][CH2:30][NH:29][C:2]1[CH:11]=[C:10]2[C:5]([CH:6]=[C:7]([C:18]3[CH:19]=[CH:20][C:21]4[O:26][CH2:25][C:24](=[O:27])[NH:23][C:22]=4[CH:28]=3)[CH:8]([C:12]3[CH:17]=[CH:16][CH:15]=[CH:14][CH:13]=3)[O:9]2)=[CH:4][CH:3]=1, predict the reactants needed to synthesize it. The reactants are: I[C:2]1[CH:11]=[C:10]2[C:5]([CH:6]=[C:7]([C:18]3[CH:19]=[CH:20][C:21]4[O:26][CH2:25][C:24](=[O:27])[NH:23][C:22]=4[CH:28]=3)[CH:8]([C:12]3[CH:17]=[CH:16][CH:15]=[CH:14][CH:13]=3)[O:9]2)=[CH:4][CH:3]=1.[NH2:29][CH2:30][CH2:31][CH2:32][OH:33]. (2) Given the product [Br:1][C:2]1[C:10]2[C:5](=[N:6][CH:7]=[CH:8][C:9]=2[O:21][C:22]2[CH:23]=[CH:24][C:25]([C:26]([NH:28][C:29]3[CH:34]=[C:33]([C:35]([F:38])([F:36])[F:37])[CH:32]=[CH:31][N:30]=3)=[O:27])=[CH:39][CH:40]=2)[N:4]([CH2:12][C:13]2[CH:18]=[CH:17][C:16]([O:19][CH3:20])=[CH:15][CH:14]=2)[N:3]=1, predict the reactants needed to synthesize it. The reactants are: [Br:1][C:2]1[C:10]2[C:5](=[N:6][CH:7]=[CH:8][C:9]=2Cl)[N:4]([CH2:12][C:13]2[CH:18]=[CH:17][C:16]([O:19][CH3:20])=[CH:15][CH:14]=2)[N:3]=1.[OH:21][C:22]1[CH:40]=[CH:39][C:25]([C:26]([NH:28][C:29]2[CH:34]=[C:33]([C:35]([F:38])([F:37])[F:36])[CH:32]=[CH:31][N:30]=2)=[O:27])=[CH:24][CH:23]=1.C([O-])([O-])=O.[K+].[K+]. (3) Given the product [NH2:18][C:3]1[CH:4]=[C:5]([NH:8][C:9]([C@H:11]2[CH2:16][CH2:15][CH2:14][CH2:13][N:12]2[CH3:17])=[O:10])[CH:6]=[CH:7][C:2]=1[NH2:1], predict the reactants needed to synthesize it. The reactants are: [NH2:1][C:2]1[CH:7]=[CH:6][C:5]([NH:8][C:9]([C@H:11]2[CH2:16][CH2:15][CH2:14][CH2:13][N:12]2[CH3:17])=[O:10])=[CH:4][C:3]=1[N+:18]([O-])=O. (4) Given the product [ClH:28].[NH2:1][C:2]1[N:7]2[CH:8]=[C:9]([CH2:11][CH3:12])[N:10]=[C:6]2[C:5]([C:13]([NH:15][CH2:16][CH:17]2[CH2:18][CH2:19][N:20]([CH2:23][CH2:24][CH2:25][O:26][CH3:27])[CH2:21][CH2:22]2)=[O:14])=[CH:4][C:3]=1[Cl:28], predict the reactants needed to synthesize it. The reactants are: [NH2:1][C:2]1[N:7]2[CH:8]=[C:9]([CH2:11][CH3:12])[N:10]=[C:6]2[C:5]([C:13]([NH:15][CH2:16][CH:17]2[CH2:22][CH2:21][N:20]([CH2:23][CH2:24][CH2:25][O:26][CH3:27])[CH2:19][CH2:18]2)=[O:14])=[CH:4][C:3]=1[Cl:28].Cl.CO.